This data is from Peptide-MHC class I binding affinity with 185,985 pairs from IEDB/IMGT. The task is: Regression. Given a peptide amino acid sequence and an MHC pseudo amino acid sequence, predict their binding affinity value. This is MHC class I binding data. (1) The binding affinity (normalized) is 0.526. The MHC is HLA-B07:02 with pseudo-sequence HLA-B07:02. The peptide sequence is FTRRLAGTF. (2) The peptide sequence is QLFPELECF. The MHC is HLA-A02:03 with pseudo-sequence HLA-A02:03. The binding affinity (normalized) is 0.0847. (3) The peptide sequence is PSTVKTNLY. The MHC is HLA-A11:01 with pseudo-sequence HLA-A11:01. The binding affinity (normalized) is 0.185. (4) The peptide sequence is SGLPGIFIV. The MHC is HLA-A03:01 with pseudo-sequence HLA-A03:01. The binding affinity (normalized) is 0.0847. (5) The peptide sequence is TEDDWITYI. The MHC is HLA-A23:01 with pseudo-sequence HLA-A23:01. The binding affinity (normalized) is 0.0847. (6) The peptide sequence is VPVNVSDEAQ. The MHC is Mamu-A2201 with pseudo-sequence Mamu-A2201. The binding affinity (normalized) is 0. (7) The peptide sequence is HHSDDALFI. The MHC is HLA-A02:19 with pseudo-sequence HLA-A02:19. The binding affinity (normalized) is 0.0847. (8) The peptide sequence is TPPLVRLVF. The MHC is Mamu-A2201 with pseudo-sequence Mamu-A2201. The binding affinity (normalized) is 0.119. (9) The peptide sequence is GPGAGSLQPLAL. The MHC is HLA-A03:01 with pseudo-sequence HLA-A03:01. The binding affinity (normalized) is 0.00203.